This data is from Full USPTO retrosynthesis dataset with 1.9M reactions from patents (1976-2016). The task is: Predict the reactants needed to synthesize the given product. (1) Given the product [F:1][C:2]1[CH:7]=[CH:6][C:5](/[CH:8]=[CH:9]/[C:16]2[CH:17]=[C:18]([C:20]3[NH:24][C:23]([N:25]4[CH2:26][CH2:27][O:28][CH2:29][CH2:30]4)=[C:22]([C:31]#[N:32])[CH:21]=3)[CH:19]=[CH:14][N:15]=2)=[CH:4][CH:3]=1, predict the reactants needed to synthesize it. The reactants are: [F:1][C:2]1[CH:7]=[CH:6][C:5](/[CH:8]=[CH:9]/B(O)O)=[CH:4][CH:3]=1.Cl[C:14]1[CH:19]=[C:18]([C:20]2[NH:24][C:23]([N:25]3[CH2:30][CH2:29][O:28][CH2:27][CH2:26]3)=[C:22]([C:31]#[N:32])[CH:21]=2)[CH:17]=[CH:16][N:15]=1. (2) Given the product [C:1]1([C:11]2[O:15][N:14]=[CH:13][C:12]=2[C:16]([N:42]2[CH2:47][CH2:46][CH2:45][C@@H:44]([C:48]([OH:51])([CH3:50])[CH3:49])[CH2:43]2)=[O:18])[C:10]2[C:5](=[CH:6][CH:7]=[CH:8][CH:9]=2)[CH:4]=[CH:3][CH:2]=1, predict the reactants needed to synthesize it. The reactants are: [C:1]1([C:11]2[O:15][N:14]=[CH:13][C:12]=2[C:16]([OH:18])=O)[C:10]2[C:5](=[CH:6][CH:7]=[CH:8][CH:9]=2)[CH:4]=[CH:3][CH:2]=1.CN(C(ON1N=NC2C=CC=CC1=2)=[N+](C)C)C.[B-](F)(F)(F)F.Cl.[NH:42]1[CH2:47][CH2:46][CH2:45][C@@H:44]([C:48]([OH:51])([CH3:50])[CH3:49])[CH2:43]1.C(N(CC)CC)C.